This data is from NCI-60 drug combinations with 297,098 pairs across 59 cell lines. The task is: Regression. Given two drug SMILES strings and cell line genomic features, predict the synergy score measuring deviation from expected non-interaction effect. Drug 1: CCN(CC)CCNC(=O)C1=C(NC(=C1C)C=C2C3=C(C=CC(=C3)F)NC2=O)C. Drug 2: C1=CC=C(C(=C1)C(C2=CC=C(C=C2)Cl)C(Cl)Cl)Cl. Cell line: RXF 393. Synergy scores: CSS=-0.331, Synergy_ZIP=-1.37, Synergy_Bliss=-2.86, Synergy_Loewe=-1.88, Synergy_HSA=-2.21.